This data is from Catalyst prediction with 721,799 reactions and 888 catalyst types from USPTO. The task is: Predict which catalyst facilitates the given reaction. (1) Product: [Cl:1][C:2]1[N:3]=[C:4]([N:8]2[C:27]([C:28]([F:29])([F:30])[F:31])=[C:21]([C:22]([O:24][CH2:25][CH3:26])=[O:23])[CH:20]=[N:9]2)[CH:5]=[CH:6][N:7]=1. Reactant: [Cl:1][C:2]1[N:7]=[CH:6][CH:5]=[C:4]([NH:8][NH2:9])[N:3]=1.C(N(CC)CC)C.C(O[CH:20]=[C:21]([C:27](=O)[C:28]([F:31])([F:30])[F:29])[C:22]([O:24][CH2:25][CH3:26])=[O:23])C. The catalyst class is: 10. (2) Reactant: [C:1]([O:5][C:6](=[O:38])[CH2:7][CH2:8][CH2:9][O:10][C:11]1[CH:16]=[C:15]([Cl:17])[C:14](B2OC(C)(C)C(C)(C)O2)=[CH:13][C:12]=1[C:27](=[O:37])[N:28]([CH3:36])[C:29]1[CH:34]=[CH:33][CH:32]=[CH:31][C:30]=1[CH3:35])([CH3:4])([CH3:3])[CH3:2].Br[C:40]1[C:45]([C:46]#[N:47])=[CH:44][C:43]([C:48]([F:51])([F:50])[F:49])=[N:42][CH:41]=1.C([O-])([O-])=O.[Na+].[Na+].N#N. Product: [C:1]([O:5][C:6](=[O:38])[CH2:7][CH2:8][CH2:9][O:10][C:11]1[CH:16]=[C:15]([Cl:17])[C:14]([C:40]2[CH:41]=[N:42][C:43]([C:48]([F:51])([F:50])[F:49])=[CH:44][C:45]=2[C:46]#[N:47])=[CH:13][C:12]=1[C:27](=[O:37])[N:28]([CH3:36])[C:29]1[CH:34]=[CH:33][CH:32]=[CH:31][C:30]=1[CH3:35])([CH3:2])([CH3:4])[CH3:3]. The catalyst class is: 38. (3) Reactant: [OH:1][CH2:2][CH2:3][NH:4][CH:5]1[CH2:10][CH2:9][N:8]([C:11]([O:13][C:14]([CH3:17])([CH3:16])[CH3:15])=[O:12])[CH2:7][CH:6]1[CH3:18].C1N=CN([C:24](N2C=NC=C2)=[O:25])C=1.C(OCC)(=O)C. Product: [CH3:18][CH:6]1[CH:5]([N:4]2[CH2:3][CH2:2][O:1][C:24]2=[O:25])[CH2:10][CH2:9][N:8]([C:11]([O:13][C:14]([CH3:17])([CH3:16])[CH3:15])=[O:12])[CH2:7]1. The catalyst class is: 48. (4) Reactant: [Cl:1][CH2:2][C:3]1[N:4]=[C:5]2[S:12][CH:11]=[C:10]([CH2:13][OH:14])[N:6]2[C:7](=[O:9])[CH:8]=1.[Cr](Cl)([O-])(=O)=O.[NH+]1C=CC=CC=1. Product: [Cl:1][CH2:2][C:3]1[N:4]=[C:5]2[S:12][CH:11]=[C:10]([CH:13]=[O:14])[N:6]2[C:7](=[O:9])[CH:8]=1. The catalyst class is: 2. (5) Reactant: [Br:1][C:2]1[CH:3]=[C:4]([CH2:10][CH2:11][N:12]([C:23](=[O:26])[CH2:24]Cl)[CH2:13][CH2:14][NH:15]C(=O)OC(C)(C)C)[CH:5]=[CH:6][C:7]=1[C:8]#[N:9].C(O)(C(F)(F)F)=O.C([O-])([O-])=O.[K+].[K+].O. Product: [Br:1][C:2]1[CH:3]=[C:4]([CH2:10][CH2:11][N:12]2[CH2:13][CH2:14][NH:15][CH2:24][C:23]2=[O:26])[CH:5]=[CH:6][C:7]=1[C:8]#[N:9]. The catalyst class is: 2. (6) Reactant: CC(OI1(OC(C)=O)(OC(C)=O)OC(=O)C2C=CC=CC1=2)=O.[F:23][C:24]([F:41])([F:40])[C:25]1[N:30]=[C:29]([N:31]2[CH2:35][C@@H:34]3[C@H:36]([OH:39])[CH2:37][CH2:38][C@@H:33]3[CH2:32]2)[CH:28]=[CH:27][CH:26]=1. Product: [F:41][C:24]([F:23])([F:40])[C:25]1[N:30]=[C:29]([N:31]2[CH2:35][C@@H:34]3[C:36](=[O:39])[CH2:37][CH2:38][C@@H:33]3[CH2:32]2)[CH:28]=[CH:27][CH:26]=1. The catalyst class is: 4. (7) Reactant: Cl.[CH2:2]([O:4][C:5](=[O:8])[CH2:6][NH2:7])[CH3:3].C([O-])([O-])=O.[K+].[K+].[Br:15][CH2:16][C:17](Br)=[O:18].O. Product: [CH2:2]([O:4][C:5](=[O:8])[CH2:6][NH:7][C:17](=[O:18])[CH2:16][Br:15])[CH3:3]. The catalyst class is: 2. (8) Reactant: [CH3:1][O:2][C:3]1[CH:8]=[CH:7][CH:6]=[CH:5][C:4]=1[CH:9]1[CH2:14][CH2:13][NH:12][CH2:11][CH2:10]1.C([N:18]([CH2:22][CH3:23])[CH:19]([CH3:21])[CH3:20])(C)C.[OH2:24]. Product: [CH3:1][O:2][C:3]1[CH:8]=[CH:7][CH:6]=[CH:5][C:4]=1[CH:9]1[CH2:14][CH2:13][N:12]([CH2:23][C:22]([NH:18][C:19]2[CH:20]=[CH:8][CH:3]=[C:4]([CH3:5])[CH:21]=2)=[O:24])[CH2:11][CH2:10]1. The catalyst class is: 11.